This data is from Forward reaction prediction with 1.9M reactions from USPTO patents (1976-2016). The task is: Predict the product of the given reaction. The product is: [C:25]([N:28]1[C:37]2[C:32](=[CH:33][C:34]([NH:38][C:52](=[O:53])[C:51]3[CH:50]=[C:49]([Br:48])[CH:57]=[C:56]([Br:58])[CH:55]=3)=[CH:35][CH:36]=2)[C:31]([C:40]2[CH:45]=[CH:44][CH:43]=[CH:42][CH:41]=2)([CH3:39])[CH2:30][C:29]1([CH3:47])[CH3:46])(=[O:27])[CH3:26]. Given the reactants CN(C(ON1N=NC2C=CC=NC1=2)=[N+](C)C)C.F[P-](F)(F)(F)(F)F.[C:25]([N:28]1[C:37]2[C:32](=[CH:33][C:34]([NH2:38])=[CH:35][CH:36]=2)[C:31]([C:40]2[CH:45]=[CH:44][CH:43]=[CH:42][CH:41]=2)([CH3:39])[CH2:30][C:29]1([CH3:47])[CH3:46])(=[O:27])[CH3:26].[Br:48][C:49]1[CH:50]=[C:51]([CH:55]=[C:56]([Br:58])[CH:57]=1)[C:52](O)=[O:53].C(N(CC)C(C)C)(C)C, predict the reaction product.